From a dataset of Full USPTO retrosynthesis dataset with 1.9M reactions from patents (1976-2016). Predict the reactants needed to synthesize the given product. (1) Given the product [CH3:26][S:27]([O:11][CH2:10][CH:9]([O:12][CH:13]([CH3:15])[CH3:14])[CH2:8][C:5]1[CH:4]=[CH:3][C:2]([Cl:1])=[CH:7][CH:6]=1)(=[O:29])=[O:28], predict the reactants needed to synthesize it. The reactants are: [Cl:1][C:2]1[CH:7]=[CH:6][C:5]([CH2:8][CH:9]([O:12][CH:13]([CH3:15])[CH3:14])[CH2:10][OH:11])=[CH:4][CH:3]=1.C(N(CC)CC)C.C(Cl)Cl.[CH3:26][S:27](Cl)(=[O:29])=[O:28]. (2) Given the product [CH:1]1([CH:7]([NH:18][C:19]2[CH:20]=[CH:21][C:22]([C:25]([OH:27])=[O:26])=[N:23][CH:24]=2)[C:8]2[S:9][C:10]3[CH:17]=[CH:16][CH:15]=[CH:14][C:11]=3[C:12]=2[CH3:13])[CH2:6][CH2:5][CH2:4][CH2:3][CH2:2]1, predict the reactants needed to synthesize it. The reactants are: [CH:1]1([CH:7]([NH:18][C:19]2[CH:20]=[CH:21][C:22]([C:25]([O:27]C)=[O:26])=[N:23][CH:24]=2)[C:8]2[S:9][C:10]3[CH:17]=[CH:16][CH:15]=[CH:14][C:11]=3[C:12]=2[CH3:13])[CH2:6][CH2:5][CH2:4][CH2:3][CH2:2]1.C(O)C.[OH-].[Na+]. (3) Given the product [NH:35]1[C:29]2[C:30](=[N:31][CH:32]=[C:27]([C:2]#[C:1][C:3]3[N:7]4[N:8]=[C:9]([C:12]5[CH:13]=[CH:14][C:15]([C:18]([N:20]6[CH2:21][CH2:22][O:23][CH2:24][CH2:25]6)=[O:19])=[CH:16][CH:17]=5)[CH:10]=[CH:11][C:6]4=[N:5][CH:4]=3)[CH:28]=2)[CH:33]=[CH:34]1, predict the reactants needed to synthesize it. The reactants are: [C:1]([C:3]1[N:7]2[N:8]=[C:9]([C:12]3[CH:17]=[CH:16][C:15]([C:18]([N:20]4[CH2:25][CH2:24][O:23][CH2:22][CH2:21]4)=[O:19])=[CH:14][CH:13]=3)[CH:10]=[CH:11][C:6]2=[N:5][CH:4]=1)#[CH:2].I[C:27]1[CH:28]=[C:29]2[NH:35][CH:34]=[CH:33][C:30]2=[N:31][CH:32]=1. (4) Given the product [C:32]([O:36][C:37]([NH:38][CH2:39][CH2:40][N:4]1[CH2:5][CH2:6][N:1]([C:7]([O:9][CH2:10][C:11]2[CH:16]=[C:15]([Cl:17])[CH:14]=[C:13]([Cl:18])[CH:12]=2)=[O:8])[CH2:2][CH2:3]1)=[O:42])([CH3:35])([CH3:34])[CH3:33], predict the reactants needed to synthesize it. The reactants are: [N:1]1([C:7]([O:9][CH2:10][C:11]2[CH:16]=[C:15]([Cl:17])[CH:14]=[C:13]([Cl:18])[CH:12]=2)=[O:8])[CH2:6][CH2:5][NH:4][CH2:3][CH2:2]1.C(=O)([O-])[O-].[K+].[K+].C(N(CC)CC)C.[C:32]([O:36][C:37](=[O:42])[NH:38][CH2:39][CH2:40]Br)([CH3:35])([CH3:34])[CH3:33].